From a dataset of Full USPTO retrosynthesis dataset with 1.9M reactions from patents (1976-2016). Predict the reactants needed to synthesize the given product. (1) The reactants are: [C:1]([CH:5]1[CH2:12][CH2:11][CH2:10][C:9](=[CH:13][C:14](OCC)=[O:15])[CH:8]([O:19][SiH:20]([CH3:22])[CH3:21])[CH2:7][CH2:6]1)([CH3:4])([CH3:3])[CH3:2].[H-].[Li+].CC(C[AlH]CC(C)C)C.[Cl-].[NH4+].[C@H](O)(C([O-])=O)[C@@H](O)C([O-])=O.[Na+].[K+]. Given the product [C:1]([CH:5]1[CH2:12][CH2:11][CH2:10][C:9](=[CH:13][CH2:14][OH:15])[CH:8]([O:19][SiH:20]([CH3:22])[CH3:21])[CH2:7][CH2:6]1)([CH3:4])([CH3:2])[CH3:3], predict the reactants needed to synthesize it. (2) Given the product [CH:1]([S:14][CH2:15][C:16]([NH:29][CH2:28][CH2:27][CH2:26][CH2:25][C:19]1[CH:24]=[CH:23][CH:22]=[CH:21][CH:20]=1)=[O:18])([C:2]1[CH:3]=[CH:4][CH:5]=[CH:6][CH:7]=1)[C:8]1[CH:9]=[CH:10][CH:11]=[CH:12][CH:13]=1, predict the reactants needed to synthesize it. The reactants are: [CH:1]([S:14][CH2:15][C:16]([OH:18])=O)([C:8]1[CH:13]=[CH:12][CH:11]=[CH:10][CH:9]=1)[C:2]1[CH:7]=[CH:6][CH:5]=[CH:4][CH:3]=1.[C:19]1([CH2:25][CH2:26][CH2:27][CH2:28][NH2:29])[CH:24]=[CH:23][CH:22]=[CH:21][CH:20]=1.